Dataset: Forward reaction prediction with 1.9M reactions from USPTO patents (1976-2016). Task: Predict the product of the given reaction. Given the reactants [CH2:1]([Mg]Br)[C:2]1[CH:7]=[CH:6][CH:5]=[CH:4][CH:3]=1.C1COCC1.[CH:15](=[O:22])[C:16]1[CH:21]=[CH:20][CH:19]=[CH:18][CH:17]=1, predict the reaction product. The product is: [C:16]1([CH:15]([OH:22])[CH2:1][C:2]2[CH:7]=[CH:6][CH:5]=[CH:4][CH:3]=2)[CH:21]=[CH:20][CH:19]=[CH:18][CH:17]=1.